This data is from Forward reaction prediction with 1.9M reactions from USPTO patents (1976-2016). The task is: Predict the product of the given reaction. (1) The product is: [Cl:19][C:14]1[CH:15]=[CH:16][CH:17]=[CH:18][C:13]=1[CH:12]1[N:8]([C:5]2[CH:4]=[CH:3][C:2]([C:38]3[CH2:37][CH2:36][N:35]([C:49]([O:51][C:13]([CH3:18])([CH3:14])[CH3:12])=[O:50])[CH2:34][CH:39]=3)=[CH:7][CH:6]=2)[N:9]=[C:10]([C:20]([C:26]([F:28])([F:27])[F:29])([C:22]([F:23])([F:24])[F:25])[OH:21])[CH2:11]1. Given the reactants Br[C:2]1[CH:7]=[CH:6][C:5]([N:8]2[CH:12]([C:13]3[CH:18]=[CH:17][CH:16]=[CH:15][C:14]=3[Cl:19])[CH2:11][C:10]([C:20]([C:26]([F:29])([F:28])[F:27])([C:22]([F:25])([F:24])[F:23])[OH:21])=[N:9]2)=[CH:4][CH:3]=1.C([CH:34]1[CH:39]=[C:38](B2OC(C)(C)C(C)(C)O2)[CH2:37][CH2:36][N:35]1[C:49]([OH:51])=[O:50])(C)(C)C.C(=O)([O-])[O-].[K+].[K+], predict the reaction product. (2) Given the reactants [CH3:1][C:2]1[CH:7]=[C:6]([CH3:8])[N:5]=[C:4]([OH:9])[C:3]=1[CH2:10][NH:11][CH3:12].[Cl:13][C:14]1[CH:15]=[C:16]([CH:20]=[CH:21][C:22]=1[O:23][C:24]1[CH:29]=[CH:28][CH:27]=[C:26]([C:30]2[CH:35]=[CH:34][N:33]=[CH:32][N:31]=2)[C:25]=1[C:36]#[N:37])[C:17](O)=[O:18].C(N(CC)CC)C.F[P-](F)(F)(F)(F)F.N1(OC(N(C)C)=[N+](C)C)C2N=CC=CC=2N=N1, predict the reaction product. The product is: [Cl:13][C:14]1[CH:15]=[C:16]([CH:20]=[CH:21][C:22]=1[O:23][C:24]1[CH:29]=[CH:28][CH:27]=[C:26]([C:30]2[CH:35]=[CH:34][N:33]=[CH:32][N:31]=2)[C:25]=1[C:36]#[N:37])[C:17]([N:11]([CH2:10][C:3]1[C:4]([OH:9])=[N:5][C:6]([CH3:8])=[CH:7][C:2]=1[CH3:1])[CH3:12])=[O:18].